Predict the reaction yield, written as a fraction of the theoretical maximum amount of product (1.0 means a 100% yield; for example, 0.34 means a 34% yield). From a dataset of Reaction yield outcomes from USPTO patents with 853,638 reactions. The reactants are [S:1]1[CH:5]=[CH:4][CH:3]=[C:2]1[CH2:6][C:7]([O:9][CH3:10])=[O:8].[H-].[Na+].[CH3:13]I. The catalyst is C1COCC1. The product is [S:1]1[CH:5]=[CH:4][CH:3]=[C:2]1[CH:6]([CH3:13])[C:7]([O:9][CH3:10])=[O:8]. The yield is 0.417.